From a dataset of Full USPTO retrosynthesis dataset with 1.9M reactions from patents (1976-2016). Predict the reactants needed to synthesize the given product. (1) Given the product [Si:1]([O:8][C@H:9]([C@H:36]1[CH2:40][C@@H:39]([O:41][CH2:42][CH2:43][CH3:44])[CH2:38][N:37]1[C:45]([O:47][C:48]([CH3:50])([CH3:49])[CH3:51])=[O:46])[C@@H:10]([NH:20][C:21](=[O:35])[C:22]1[CH:27]=[C:26]([N:28]2[CH2:32][CH2:31][CH2:30][C:29]2=[O:33])[CH:25]=[C:24]([O:34][CH3:52])[CH:23]=1)[CH2:11][C:12]1[CH:17]=[C:16]([F:18])[CH:15]=[C:14]([F:19])[CH:13]=1)([C:4]([CH3:5])([CH3:6])[CH3:7])([CH3:3])[CH3:2], predict the reactants needed to synthesize it. The reactants are: [Si:1]([O:8][C@H:9]([C@H:36]1[CH2:40][C@@H:39]([O:41][CH2:42][CH2:43][CH3:44])[CH2:38][N:37]1[C:45]([O:47][C:48]([CH3:51])([CH3:50])[CH3:49])=[O:46])[C@@H:10]([NH:20][C:21](=[O:35])[C:22]1[CH:27]=[C:26]([N:28]2[CH2:32][CH2:31][CH2:30][C:29]2=[O:33])[CH:25]=[C:24]([OH:34])[CH:23]=1)[CH2:11][C:12]1[CH:17]=[C:16]([F:18])[CH:15]=[C:14]([F:19])[CH:13]=1)([C:4]([CH3:7])([CH3:6])[CH3:5])([CH3:3])[CH3:2].[C:52](=O)([O-])[O-].[Cs+].[Cs+].CI.C(OCC)(=O)C. (2) Given the product [CH2:1]([CH:8]1[N:14]([C:27]([NH:26][C:20]2[CH:21]=[CH:22][C:23]([Cl:25])=[CH:24][C:19]=2[Cl:18])=[O:28])[CH2:13][CH2:12][CH2:11][N:10]2[CH:15]=[CH:16][CH:17]=[C:9]12)[C:2]1[CH:3]=[CH:4][CH:5]=[CH:6][CH:7]=1, predict the reactants needed to synthesize it. The reactants are: [CH2:1]([CH:8]1[NH:14][CH2:13][CH2:12][CH2:11][N:10]2[CH:15]=[CH:16][CH:17]=[C:9]12)[C:2]1[CH:7]=[CH:6][CH:5]=[CH:4][CH:3]=1.[Cl:18][C:19]1[CH:24]=[C:23]([Cl:25])[CH:22]=[CH:21][C:20]=1[N:26]=[C:27]=[O:28]. (3) Given the product [NH2:2][C:1]1[NH:25][N:24]=[C:7]([NH:20][C:17]2[CH:16]=[CH:15][C:14]([S:12](=[O:21])(=[O:13])[NH2:22])=[CH:19][CH:18]=2)[C:3]=1[C:4]([NH2:6])=[O:5], predict the reactants needed to synthesize it. The reactants are: [C:1]([C:3](=[C:7](SC)SC)[C:4]([NH2:6])=[O:5])#[N:2].[S:12]([NH2:22])(=[O:21])([C:14]1[CH:19]=[CH:18][C:17]([NH2:20])=[CH:16][CH:15]=1)=[O:13].O.[NH2:24][NH2:25]. (4) Given the product [Cl:1][C:2]1[CH:3]=[C:4]([NH:9][C:10]2[C:19]3[C:14](=[CH:15][C:16]([O:40][CH3:41])=[C:17]([O:20][CH2:21][CH2:22][CH2:23][N:24]4[CH2:29][CH2:28][CH:27]5[CH2:30][CH2:31][N:32]([CH3:33])[CH:26]5[CH2:25]4)[CH:18]=3)[N:13]=[CH:12][N:11]=2)[CH:5]=[CH:6][C:7]=1[F:8], predict the reactants needed to synthesize it. The reactants are: [Cl:1][C:2]1[CH:3]=[C:4]([NH:9][C:10]2[C:19]3[C:14](=[CH:15][C:16]([O:40][CH3:41])=[C:17]([O:20][CH2:21][CH2:22][CH2:23][N:24]4[CH2:29][CH2:28][CH:27]5[CH2:30][CH2:31][N:32]([C:33](OC(C)(C)C)=O)[CH:26]5[CH2:25]4)[CH:18]=3)[N:13]=[CH:12][N:11]=2)[CH:5]=[CH:6][C:7]=1[F:8].C(Cl)Cl.CO.C=O. (5) Given the product [CH:8]([O:7][CH2:1][CH2:2][CH2:3][CH2:4][CH2:5][CH3:6])=[O:9].[C:11]([O:14][CH2:1][CH2:2][CH2:3][CH2:4][CH2:5][CH3:6])(=[O:13])[CH3:12], predict the reactants needed to synthesize it. The reactants are: [CH2:1]([OH:7])[CH2:2][CH2:3][CH2:4][CH2:5][CH3:6].[CH:8](O)=[O:9].[C:11]([OH:14])(=[O:13])[CH3:12].